Dataset: TCR-epitope binding with 47,182 pairs between 192 epitopes and 23,139 TCRs. Task: Binary Classification. Given a T-cell receptor sequence (or CDR3 region) and an epitope sequence, predict whether binding occurs between them. (1) Result: 0 (the TCR does not bind to the epitope). The epitope is PROT_97E67BCC. The TCR CDR3 sequence is CSVGSGEDNEQFF. (2) The epitope is IVTDFSVIK. The TCR CDR3 sequence is CASSPLTSATDTQYF. Result: 0 (the TCR does not bind to the epitope). (3) The epitope is YEGNSPFHPL. The TCR CDR3 sequence is CASSLVGHNEQFF. Result: 0 (the TCR does not bind to the epitope). (4) The epitope is KAYNVTQAF. The TCR CDR3 sequence is CASSEGWEKLFF. Result: 1 (the TCR binds to the epitope). (5) The TCR CDR3 sequence is CASSWDSNYGYTF. Result: 0 (the TCR does not bind to the epitope). The epitope is DPFRLLQNSQVFS. (6) The epitope is QARQMVQAMRTIGTHP. The TCR CDR3 sequence is CASSPRAGYTF. Result: 1 (the TCR binds to the epitope). (7) The epitope is LEPLVDLPI. The TCR CDR3 sequence is CASSVDGLEQYF. Result: 0 (the TCR does not bind to the epitope).